From a dataset of Forward reaction prediction with 1.9M reactions from USPTO patents (1976-2016). Predict the product of the given reaction. (1) Given the reactants [Cl:1][C:2]1[CH:3]=[C:4]([CH:7]=[C:8]([O:10][C:11]2[C:19]([Cl:20])=[CH:18][CH:17]=[C:16]3[C:12]=2[CH:13]=[N:14][N:15]3[CH2:21][C:22]2[C:30]3[C:25](=[N:26][C:27]([NH:31]CC4C=CC(OC)=CC=4)=[CH:28][CH:29]=3)[N:24](CC3C=CC(OC)=CC=3)[N:23]=2)[CH:9]=1)[C:5]#[N:6], predict the reaction product. The product is: [NH2:31][C:27]1[N:26]=[C:25]2[NH:24][N:23]=[C:22]([CH2:21][N:15]3[C:16]4[C:12](=[C:11]([O:10][C:8]5[CH:7]=[C:4]([CH:3]=[C:2]([Cl:1])[CH:9]=5)[C:5]#[N:6])[C:19]([Cl:20])=[CH:18][CH:17]=4)[CH:13]=[N:14]3)[C:30]2=[CH:29][CH:28]=1. (2) Given the reactants [F:1][C:2]([F:7])([F:6])[C:3]([OH:5])=[O:4].[Cl:8][C:9]1[CH:43]=[CH:42][CH:41]=[CH:40][C:10]=1[CH2:11][N:12]1[C:20]2[C:19](=[O:21])[N:18]([CH3:22])[C:17](=[O:23])[N:16]([CH3:24])[C:15]=2[C:14]([OH:25])=[C:13]1[N:26]1[CH2:31][CH2:30][CH2:29][C@@H:28]([NH:32]C(=O)OC(C)(C)C)[CH2:27]1, predict the reaction product. The product is: [F:1][C:2]([F:7])([F:6])[C:3]([OH:5])=[O:4].[NH2:32][C@@H:28]1[CH2:29][CH2:30][CH2:31][N:26]([C:13]2[N:12]([CH2:11][C:10]3[CH:40]=[CH:41][CH:42]=[CH:43][C:9]=3[Cl:8])[C:20]3[C:19](=[O:21])[N:18]([CH3:22])[C:17](=[O:23])[N:16]([CH3:24])[C:15]=3[C:14]=2[OH:25])[CH2:27]1. (3) Given the reactants [NH2:1][C:2]1[CH:22]=[CH:21][C:5]([CH2:6][N:7]([CH:15]2[CH2:20][CH2:19][CH2:18][CH2:17][CH2:16]2)[C:8]([C:10]2[O:11][CH:12]=[CH:13][CH:14]=2)=[O:9])=[CH:4][CH:3]=1.C(OC([NH:30][CH2:31][CH2:32][CH2:33][CH2:34][C@H:35]([NH:39]C(OCC1C2C=CC=CC=2C2C1=CC=CC=2)=O)[C:36](O)=[O:37])=O)(C)(C)C.C(OC([NH:64][C@@H:65]([CH2:69][C:70]1[C:78]2[C:73](=[CH:74][CH:75]=[CH:76][CH:77]=2)[NH:72][CH:71]=1)[C:66]([OH:68])=O)=O)(C)(C)C, predict the reaction product. The product is: [NH2:30][CH2:31][CH2:32][CH2:33][CH2:34][C@H:35]([NH:39][C:66](=[O:68])[C@@H:65]([NH2:64])[CH2:69][C:70]1[C:78]2[C:73](=[CH:74][CH:75]=[CH:76][CH:77]=2)[NH:72][CH:71]=1)[C:36]([NH:1][C:2]1[CH:3]=[CH:4][C:5]([CH2:6][N:7]([CH:15]2[CH2:20][CH2:19][CH2:18][CH2:17][CH2:16]2)[C:8]([C:10]2[O:11][CH:12]=[CH:13][CH:14]=2)=[O:9])=[CH:21][CH:22]=1)=[O:37]. (4) Given the reactants [I-].[CH3:2][C:3]1[CH:8]=[C:7]([N+:9]([O-:11])=[O:10])[C:6]([O:12][CH3:13])=[CH:5][C:4]=1[C:14]1[CH:19]=[CH:18][N+:17]([CH2:20][CH2:21][CH3:22])=[CH:16][CH:15]=1.[BH4-].[Na+], predict the reaction product. The product is: [CH3:2][C:3]1[CH:8]=[C:7]([N+:9]([O-:11])=[O:10])[C:6]([O:12][CH3:13])=[CH:5][C:4]=1[C:14]1[CH2:19][CH2:18][N:17]([CH2:20][CH2:21][CH3:22])[CH2:16][CH:15]=1. (5) Given the reactants [CH:1]([C:3]1[S:7][C:6]([C:8]([OH:10])=[O:9])=[CH:5][C:4]=1[CH3:11])=O.[CH2:12]([NH:14][CH2:15][CH3:16])[CH3:13].C(O)(=O)C.C(O[BH-](OC(=O)C)OC(=O)C)(=O)C.[Na+], predict the reaction product. The product is: [CH2:12]([N:14]([CH2:1][C:3]1[S:7][C:6]([C:8]([OH:10])=[O:9])=[CH:5][C:4]=1[CH3:11])[CH2:15][CH3:16])[CH3:13]. (6) Given the reactants [CH3:1][O:2][CH2:3][CH2:4][O:5][CH2:6][CH2:7][O:8][CH2:9][CH2:10][OH:11].[OH-].[Na+].[C:14]1([CH3:24])[CH:19]=[CH:18][C:17]([S:20](Cl)(=[O:22])=[O:21])=[CH:16][CH:15]=1, predict the reaction product. The product is: [S:20]([C:17]1[CH:18]=[CH:19][C:14]([CH3:24])=[CH:15][CH:16]=1)([O:11][CH2:10][CH2:9][O:8][CH2:7][CH2:6][O:5][CH2:4][CH2:3][O:2][CH3:1])(=[O:22])=[O:21]. (7) Given the reactants F[C:2]1[CH:3]=[C:4]([C:12]2[C:13]3[C:20]([CH3:22])([OH:21])[CH2:19][CH2:18][C:14]=3[CH:15]=[N:16][CH:17]=2)[CH:5]=[CH:6][C:7]=1[C:8]([F:11])([F:10])[F:9].[F:23]C1C=C(C(F)(F)F)C=CC=1C1C2C(=O)CCC=2C=NC=1, predict the reaction product. The product is: [F:23][C:3]1[CH:2]=[C:7]([C:8]([F:11])([F:10])[F:9])[CH:6]=[CH:5][C:4]=1[C:12]1[C:13]2[C:20]([CH3:22])([OH:21])[CH2:19][CH2:18][C:14]=2[CH:15]=[N:16][CH:17]=1. (8) The product is: [C:18]([O:17][C:15](=[O:16])[N:4]([CH2:3][CH2:2][OH:1])[CH2:5][CH:6]([OH:14])[CH2:7][C:8]1[CH:13]=[CH:12][CH:11]=[CH:10][CH:9]=1)([CH3:21])([CH3:20])[CH3:19]. Given the reactants [OH:1][CH2:2][CH2:3][NH:4][CH2:5][CH:6]([OH:14])[CH2:7][C:8]1[CH:13]=[CH:12][CH:11]=[CH:10][CH:9]=1.[C:15](O[C:15]([O:17][C:18]([CH3:21])([CH3:20])[CH3:19])=[O:16])([O:17][C:18]([CH3:21])([CH3:20])[CH3:19])=[O:16].C(N(CC)CC)C.O, predict the reaction product.